This data is from Full USPTO retrosynthesis dataset with 1.9M reactions from patents (1976-2016). The task is: Predict the reactants needed to synthesize the given product. Given the product [Cl:11][C:12]1[C:21]2[N:22]=[C:1]([CH2:2][CH2:3][CH3:4])[N:23]([CH2:24][C:25]3[O:29][N:28]=[C:27]([C:30]4[CH:31]=[CH:32][C:33]([F:36])=[CH:34][CH:35]=4)[CH:26]=3)[C:20]=2[C:19]2[CH:18]=[CH:17][CH:16]=[CH:15][C:14]=2[N:13]=1, predict the reactants needed to synthesize it. The reactants are: [C:1](OC)(OC)(OC)[CH2:2][CH2:3][CH3:4].[Cl:11][C:12]1[C:21]([NH2:22])=[C:20]([NH:23][CH2:24][C:25]2[O:29][N:28]=[C:27]([C:30]3[CH:35]=[CH:34][C:33]([F:36])=[CH:32][CH:31]=3)[CH:26]=2)[C:19]2[C:14](=[CH:15][CH:16]=[CH:17][CH:18]=2)[N:13]=1.